From a dataset of Catalyst prediction with 721,799 reactions and 888 catalyst types from USPTO. Predict which catalyst facilitates the given reaction. Reactant: Br[C:2]1[CH:7]=[CH:6][C:5]([NH:8][C:9]2[N:10]([CH3:15])[N:11]=[CH:12][C:13]=2[Br:14])=[C:4]([O:16][CH3:17])[CH:3]=1.[F:18][C:19]([F:31])([F:30])[O:20][C:21]1[CH:26]=[CH:25][C:24](B(O)O)=[CH:23][CH:22]=1.C(=O)([O-])[O-].[Cs+].[Cs+].COCCOC. Product: [Br:14][C:13]1[CH:12]=[N:11][N:10]([CH3:15])[C:9]=1[NH:8][C:5]1[CH:6]=[CH:7][C:2]([C:24]2[CH:23]=[CH:22][C:21]([O:20][C:19]([F:18])([F:30])[F:31])=[CH:26][CH:25]=2)=[CH:3][C:4]=1[O:16][CH3:17]. The catalyst class is: 690.